Dataset: Forward reaction prediction with 1.9M reactions from USPTO patents (1976-2016). Task: Predict the product of the given reaction. (1) Given the reactants [CH:1]1([C:4]2[C:5]([N:13]3[CH2:18][CH2:17][N:16]([C:19]([C:21]4[CH:26]=[CH:25][C:24]([N:27]5[C@H:31]([CH2:32][OH:33])[CH2:30][O:29][C:28]5=[O:34])=[CH:23][CH:22]=4)=[O:20])[CH2:15][CH2:14]3)=[N:6][CH:7]=[C:8]([CH:10]3[CH2:12][CH2:11]3)[CH:9]=2)[CH2:3][CH2:2]1.Br[CH2:36][CH2:37][O:38][CH3:39], predict the reaction product. The product is: [CH:1]1([C:4]2[C:5]([N:13]3[CH2:18][CH2:17][N:16]([C:19]([C:21]4[CH:26]=[CH:25][C:24]([N:27]5[C@H:31]([CH2:32][O:33][CH2:36][CH2:37][O:38][CH3:39])[CH2:30][O:29][C:28]5=[O:34])=[CH:23][CH:22]=4)=[O:20])[CH2:15][CH2:14]3)=[N:6][CH:7]=[C:8]([CH:10]3[CH2:12][CH2:11]3)[CH:9]=2)[CH2:2][CH2:3]1. (2) Given the reactants [CH3:1][C@H:2]([CH2:5][CH2:6][C:7]1[C:12]([CH3:14])([CH3:13])[CH2:11][CH2:10][CH2:9][C:8]=1[CH3:15])[CH:3]=[O:4].C([Al](Cl)Cl)C.CCCCCC.C1(O)C2C(=CC=CC=2)C=CC=1, predict the reaction product. The product is: [CH3:1][C@@H:2]1[CH2:5][CH:6]=[C:7]2[C@:8]([CH3:15])([CH2:9][CH2:10][CH2:11][C:12]2([CH3:14])[CH3:13])[C:3]1=[O:4].